This data is from TCR-epitope binding with 47,182 pairs between 192 epitopes and 23,139 TCRs. The task is: Binary Classification. Given a T-cell receptor sequence (or CDR3 region) and an epitope sequence, predict whether binding occurs between them. (1) The epitope is FVRATATIPI. The TCR CDR3 sequence is CASRELANEQFF. Result: 0 (the TCR does not bind to the epitope). (2) The epitope is IPRRNVATL. The TCR CDR3 sequence is CASSAGTSSRNTGELFF. Result: 1 (the TCR binds to the epitope). (3) The epitope is MLNIPSINV. The TCR CDR3 sequence is CASSLGLNHEQYF. Result: 1 (the TCR binds to the epitope). (4) The epitope is LEPLVDLPI. The TCR CDR3 sequence is CASSIAGGTDTQYF. Result: 0 (the TCR does not bind to the epitope). (5) The epitope is KLNVGDYFV. The TCR CDR3 sequence is CASGLDNNEQFF. Result: 1 (the TCR binds to the epitope). (6) The epitope is EIYKRWII. The TCR CDR3 sequence is CASSLGPTGTTYEQYF. Result: 0 (the TCR does not bind to the epitope). (7) The epitope is MLNIPSINV. The TCR CDR3 sequence is CASSLWPKLRYEQYF. Result: 1 (the TCR binds to the epitope).